This data is from Reaction yield outcomes from USPTO patents with 853,638 reactions. The task is: Predict the reaction yield, written as a fraction of the theoretical maximum amount of product (1.0 means a 100% yield; for example, 0.34 means a 34% yield). (1) The reactants are [N:1]1([C:6]2[CH:7]=[C:8]([CH:11]=[C:12]([C:14]3[CH:19]=[CH:18][C:17]([C:20]([F:23])([F:22])[F:21])=[CH:16][CH:15]=3)[N:13]=2)[C:9]#[N:10])[CH2:5][CH2:4][CH2:3][CH2:2]1.Cl. The catalyst is C(O)C.[Pd]. The product is [N:1]1([C:6]2[CH:7]=[C:8]([CH2:9][NH2:10])[CH:11]=[C:12]([C:14]3[CH:19]=[CH:18][C:17]([C:20]([F:23])([F:21])[F:22])=[CH:16][CH:15]=3)[N:13]=2)[CH2:5][CH2:4][CH2:3][CH2:2]1. The yield is 0.990. (2) The reactants are [NH2:1][C:2]1[CH:7]=[CH:6][CH:5]=[CH:4][C:3]=1[C:8]#[C:9][C:10]1[C:11]([O:38][CH3:39])=[CH:12][C:13]([O:36][CH3:37])=[C:14](/[CH:16]=[CH:17]/[C:18]([C:20]2[CH:25]=[CH:24][C:23]([S:26]([NH:29][C:30]3[CH:35]=[CH:34][CH:33]=[CH:32][N:31]=3)(=[O:28])=[O:27])=[CH:22][CH:21]=2)=[O:19])[CH:15]=1. The catalyst is C(#N)C.[Pd](Cl)Cl. The product is [NH:1]1[C:2]2[C:3](=[CH:4][CH:5]=[CH:6][CH:7]=2)[CH:8]=[C:9]1[C:10]1[C:11]([O:38][CH3:39])=[CH:12][C:13]([O:36][CH3:37])=[C:14](/[CH:16]=[CH:17]/[C:18]([C:20]2[CH:25]=[CH:24][C:23]([S:26]([NH:29][C:30]3[CH:35]=[CH:34][CH:33]=[CH:32][N:31]=3)(=[O:28])=[O:27])=[CH:22][CH:21]=2)=[O:19])[CH:15]=1. The yield is 0.440. (3) The reactants are [CH3:1][C:2]1[CH:20]=[CH:19][CH:18]=[CH:17][C:3]=1[C:4]([NH:6][C:7]1[C:16]2[CH2:15][CH2:14][CH2:13][CH2:12][C:11]=2[CH:10]=[CH:9][CH:8]=1)=[O:5].Cl[S:22]([OH:25])(=[O:24])=[O:23]. The catalyst is C(O)(C(F)(F)F)=O. The product is [CH3:1][C:2]1[CH:20]=[CH:19][CH:18]=[CH:17][C:3]=1[C:4]([NH:6][C:7]1[C:16]2[CH2:15][CH2:14][CH2:13][CH2:12][C:11]=2[C:10]([S:22]([OH:25])(=[O:24])=[O:23])=[CH:9][CH:8]=1)=[O:5]. The yield is 0.680. (4) The reactants are Cl[C:2]1[CH:3]=[CH:4][C:5]2[N:6]([C:8]([CH:11]([CH3:13])[CH3:12])=[N:9][N:10]=2)[N:7]=1.[C:14]([CH2:16][C:17]([O:19][CH2:20][CH3:21])=[O:18])#[N:15].[H-].[Na+]. The catalyst is CN(C=O)C. The product is [C:14]([CH:16]([C:2]1[CH:3]=[CH:4][C:5]2[N:6]([C:8]([CH:11]([CH3:13])[CH3:12])=[N:9][N:10]=2)[N:7]=1)[C:17]([O:19][CH2:20][CH3:21])=[O:18])#[N:15]. The yield is 0.170. (5) The reactants are [OH:1][C@@H:2]1[C@@H:7]2[CH2:8][CH2:9][C@@H:4]([C@@H:5]([CH2:17][O:18][CH2:19][O:20][CH3:21])[N:6]2[C:10]([O:12][C:13]([CH3:16])([CH3:15])[CH3:14])=[O:11])[CH2:3]1. The catalyst is CCOC(C)=O. The product is [CH3:21][O:20][CH2:19][O:18][CH2:17][C@@H:5]1[C@@H:4]2[CH2:9][CH2:8][C@@H:7]([C:2](=[O:1])[CH2:3]2)[N:6]1[C:10]([O:12][C:13]([CH3:16])([CH3:15])[CH3:14])=[O:11]. The yield is 0.480. (6) The reactants are [OH:1][CH:2]([C:19]1[CH:24]=[CH:23][CH:22]=[C:21]([O:25][CH3:26])[CH:20]=1)[CH2:3][O:4][C:5]1[CH:18]=[CH:17][C:8]([CH:9]=[C:10]2[S:14][C:13](=[O:15])[NH:12][C:11]2=[O:16])=[CH:7][CH:6]=1.N1C=CC=CC=1C1C=CC=CN=1.[BH4-].[Na+].[BH4-]. The catalyst is C1COCC1.[Co](Cl)Cl.CC(O)=O.O. The product is [OH:1][CH:2]([C:19]1[CH:24]=[CH:23][CH:22]=[C:21]([O:25][CH3:26])[CH:20]=1)[CH2:3][O:4][C:5]1[CH:18]=[CH:17][C:8]([CH2:9][CH:10]2[S:14][C:13](=[O:15])[NH:12][C:11]2=[O:16])=[CH:7][CH:6]=1. The yield is 0.740. (7) The reactants are [N:1]1[N:5]2[C:6]([C:10]3[CH:11]=[C:12]([NH:16][C:17](=[O:28])[C:18]4[CH:23]=[CH:22][CH:21]=[C:20]([C:24]([F:27])([F:26])[F:25])[CH:19]=4)[CH:13]=[CH:14][CH:15]=3)=[CH:7][CH2:8][NH:9][C:4]2=[CH:3][CH:2]=1.[H-].[Na+].[CH2:31]([N:33]=[C:34]=[O:35])[CH3:32]. The catalyst is CN(C=O)C. The product is [CH2:31]([NH:33][C:34]([N:9]1[CH2:8][CH:7]=[C:6]([C:10]2[CH:15]=[CH:14][CH:13]=[C:12]([NH:16][C:17](=[O:28])[C:18]3[CH:23]=[CH:22][CH:21]=[C:20]([C:24]([F:25])([F:26])[F:27])[CH:19]=3)[CH:11]=2)[N:5]2[N:1]=[CH:2][CH:3]=[C:4]12)=[O:35])[CH3:32]. The yield is 0.0800. (8) The reactants are FC1C=C2C(C(I)=CN2S(C2C=CC=CC=2)(=O)=O)=CC=1.[O:21]1[C:25]2[CH:26]=[CH:27][C:28]([C:30]3[C:38]4[C:33](=[CH:34][C:35]([F:39])=[CH:36][CH:37]=4)[N:32](S(C4C=CC=CC=4)(=O)=O)[CH:31]=3)=[CH:29][C:24]=2[CH:23]=[CH:22]1. No catalyst specified. The product is [O:21]1[C:25]2[CH:26]=[CH:27][C:28]([C:30]3[C:38]4[C:33](=[CH:34][C:35]([F:39])=[CH:36][CH:37]=4)[NH:32][CH:31]=3)=[CH:29][C:24]=2[CH:23]=[CH:22]1. The yield is 0.210. (9) The reactants are [C:1]([OH:6])(=[O:5])[C:2]([OH:4])=[O:3].[CH2:7]([C:12]1([C:16]2[CH:21]=[CH:20][CH:19]=[CH:18][CH:17]=2)[CH2:15][NH:14][CH2:13]1)[CH2:8][CH2:9][CH2:10][CH3:11]. The catalyst is O.C1COCC1.[Rh]. The product is [C:1]([OH:6])(=[O:5])[C:2]([OH:4])=[O:3].[CH:16]1([C:12]2([CH2:7][CH2:8][CH2:9][CH2:10][CH3:11])[CH2:13][NH:14][CH2:15]2)[CH2:17][CH2:18][CH2:19][CH2:20][CH2:21]1. The yield is 0.640. (10) The reactants are [C:1]([O:5][C:6](=[O:17])[N:7]([C:9]1[CH:10]=[N:11][C:12](Cl)=[CH:13][C:14]=1[I:15])[CH3:8])([CH3:4])([CH3:3])[CH3:2].[OH:18][CH2:19][C@@H:20]1[CH2:24][C@@H:23]([OH:25])[CH2:22][NH:21]1. The catalyst is CS(C)=O. The product is [C:1]([O:5][C:6](=[O:17])[N:7]([C:9]1[CH:10]=[N:11][C:12]([N:21]2[CH2:22][C@H:23]([OH:25])[CH2:24][C@H:20]2[CH2:19][OH:18])=[CH:13][C:14]=1[I:15])[CH3:8])([CH3:4])([CH3:3])[CH3:2]. The yield is 0.480.